Dataset: Reaction yield outcomes from USPTO patents with 853,638 reactions. Task: Predict the reaction yield, written as a fraction of the theoretical maximum amount of product (1.0 means a 100% yield; for example, 0.34 means a 34% yield). (1) The product is [O:21]=[C:5]1[CH2:4][CH2:3][C@H:2]([NH:1][S:32]([CH3:31])(=[O:34])=[O:33])[C:8](=[O:9])[N:7]2[C@H:10]([C:14]([O:16][C:17]([CH3:18])([CH3:20])[CH3:19])=[O:15])[CH2:11][CH2:12][CH2:13][N:6]12. The catalyst is C(Cl)Cl.CCOC(C)=O. The reactants are [NH2:1][CH:2]1[C:8](=[O:9])[N:7]2[CH:10]([C:14]([O:16][C:17]([CH3:20])([CH3:19])[CH3:18])=[O:15])[CH2:11][CH2:12][CH2:13][N:6]2[C:5](=[O:21])[CH2:4][CH2:3]1.C(N(C(C)C)CC)(C)C.[CH3:31][S:32](Cl)(=[O:34])=[O:33]. The yield is 0.770. (2) The catalyst is O.CCOC(C)=O.CC1(C)N([O])C(C)(C)CCC1. The product is [O:9]1[CH:13]2[O:14][CH2:15][CH2:16][CH:12]2[C:11](=[O:17])[CH2:10]1. The yield is 0.960. The reactants are [O-]Cl.[Na+].C([O-])(O)=O.[Na+].[O:9]1[CH:13]2[O:14][CH2:15][CH2:16][CH:12]2[CH:11]([OH:17])[CH2:10]1.[K+].[Br-]. (3) The reactants are [Cl:1][C:2]1[CH:3]=[C:4]([CH:18]=[C:19]([Cl:22])[C:20]=1[OH:21])[C:5]([NH:7][C:8]1[CH:17]=[CH:16][C:11]([C:12]([O:14][CH3:15])=[O:13])=[CH:10][CH:9]=1)=[O:6].[C:23](OC(O[C:23]([CH3:26])([CH3:25])[CH3:24])N(C)C)([CH3:26])([CH3:25])[CH3:24]. The catalyst is C1(C)C=CC=CC=1. The product is [C:23]([O:21][C:20]1[C:2]([Cl:1])=[CH:3][C:4]([C:5]([NH:7][C:8]2[CH:9]=[CH:10][C:11]([C:12]([O:14][CH3:15])=[O:13])=[CH:16][CH:17]=2)=[O:6])=[CH:18][C:19]=1[Cl:22])([CH3:26])([CH3:25])[CH3:24]. The yield is 0.710. (4) The reactants are [Cl:1][C:2]1[CH:3]=[CH:4][C:5]2[N:6]([C:8]([C:11]([C:14]3[CH:15]=[C:16]4[C:20](=[CH:21][C:22]=3[F:23])[N:19]([CH3:24])[N:18]=[CH:17]4)(O)[CH3:12])=[CH:9][N:10]=2)[N:7]=1.II.[PH2](=O)O. The catalyst is C(O)(=O)C. The product is [Cl:1][C:2]1[CH:3]=[CH:4][C:5]2[N:6]([C:8]([CH:11]([C:14]3[CH:15]=[C:16]4[C:20](=[CH:21][C:22]=3[F:23])[N:19]([CH3:24])[N:18]=[CH:17]4)[CH3:12])=[CH:9][N:10]=2)[N:7]=1. The yield is 0.600. (5) The reactants are I[C:2]1[CH:7]=[C:6]([S:8]([C:11]2[CH:16]=[CH:15][C:14]([CH3:17])=[CH:13][CH:12]=2)(=[O:10])=[O:9])[C:5]([CH:18]([CH3:20])[CH3:19])=[CH:4][C:3]=1[O:21][CH3:22].[F-].[K+].[F:25][C:26](I)([F:28])[F:27].O. The catalyst is CN(C=O)C.[Cu]I. The product is [CH:18]([C:5]1[CH:4]=[C:3]([O:21][CH3:22])[C:2]([C:26]([F:28])([F:27])[F:25])=[CH:7][C:6]=1[S:8]([C:11]1[CH:16]=[CH:15][C:14]([CH3:17])=[CH:13][CH:12]=1)(=[O:10])=[O:9])([CH3:20])[CH3:19]. The yield is 1.00. (6) The reactants are [C:1]1([CH2:7][O:8][C:9]2[CH:14]=[CH:13][C:12]([C@@H:15]3[NH:19][C@H:18]([C:20]([O:22]C)=[O:21])[CH2:17][CH2:16]3)=[CH:11][CH:10]=2)[CH:6]=[CH:5][CH:4]=[CH:3][CH:2]=1.CO.[O:26](C(OC(C)(C)C)=O)[C:27]([O:29][C:30]([CH3:33])([CH3:32])[CH3:31])=O. The catalyst is C1COCC1.O. The product is [CH3:31][C:30]([O:29][C:27]([N:19]1[C@@H:15]([C:12]2[CH:11]=[CH:10][C:9]([O:8][CH2:7][C:1]3[CH:2]=[CH:3][CH:4]=[CH:5][CH:6]=3)=[CH:14][CH:13]=2)[CH2:16][CH2:17][C@H:18]1[C:20]([OH:22])=[O:21])=[O:26])([CH3:33])[CH3:32]. The yield is 0.900. (7) The reactants are [OH:1][CH2:2][CH2:3][N:4]([CH:22]([CH3:24])[CH3:23])[C:5]([C:7]1[S:8][C:9]2[CH2:10][CH2:11][O:12][C:13]3[CH:20]=[CH:19][C:18](Br)=[CH:17][C:14]=3[C:15]=2[N:16]=1)=[O:6].[CH3:25][C:26]1[CH:31]=[CH:30][N:29]=[CH:28][C:27]=1B(O)O. No catalyst specified. The product is [OH:1][CH2:2][CH2:3][N:4]([CH:22]([CH3:24])[CH3:23])[C:5]([C:7]1[S:8][C:9]2[CH2:10][CH2:11][O:12][C:13]3[CH:20]=[CH:19][C:18]([C:27]4[CH:28]=[N:29][CH:30]=[CH:31][C:26]=4[CH3:25])=[CH:17][C:14]=3[C:15]=2[N:16]=1)=[O:6]. The yield is 0.0800. (8) The reactants are P(Cl)(Cl)(Cl)(Cl)Cl.[CH:7]([C:10]1[CH:11]=C(C2C=CC=CC=2)[CH:13]=[C:14]([CH:27]([CH3:29])[CH3:28])[C:15]=1[NH:16][C:17](=O)[C:18]1[CH:23]=[CH:22][CH:21]=[C:20]([O:24][CH3:25])[CH:19]=1)([CH3:9])[CH3:8].CO[CH:38](OC)[CH2:39][NH2:40].[C:43]1([CH3:50])[C:44](C)=[CH:45][CH:46]=[CH:47][CH:48]=1. The catalyst is C1COCC1. The product is [CH:27]([C:14]1[CH:13]=[C:50]([C:43]2[CH:48]=[CH:47][CH:46]=[CH:45][CH:44]=2)[CH:11]=[C:10]([CH:7]([CH3:8])[CH3:9])[C:15]=1[N:16]1[CH:38]=[CH:39][N:40]=[C:17]1[C:18]1[CH:23]=[CH:22][CH:21]=[C:20]([O:24][CH3:25])[CH:19]=1)([CH3:28])[CH3:29]. The yield is 0.530.